Dataset: Catalyst prediction with 721,799 reactions and 888 catalyst types from USPTO. Task: Predict which catalyst facilitates the given reaction. (1) Reactant: [Cl:1][C:2]1[S:6][C:5]([S:7]([NH:10][C:11]2[C:19]3[C:14](=[CH:15][CH:16]=[CH:17][C:18]=3[O:20][CH3:21])[N:13]([CH2:22][C:23]3[CH:28]=[CH:27][CH:26]=[C:25]([C:29]#[N:30])[CH:24]=3)[N:12]=2)(=[O:9])=[O:8])=[CH:4][CH:3]=1.[H-].[Al+3].[Li+].[H-].[H-].[H-].CCOCC. Product: [ClH:1].[NH2:30][CH2:29][C:25]1[CH:24]=[C:23]([CH2:22][N:13]2[C:14]3[C:19](=[C:18]([O:20][CH3:21])[CH:17]=[CH:16][CH:15]=3)[C:11]([NH:10][S:7]([C:5]3[S:6][C:2]([Cl:1])=[CH:3][CH:4]=3)(=[O:9])=[O:8])=[N:12]2)[CH:28]=[CH:27][CH:26]=1. The catalyst class is: 1. (2) Reactant: C([O:8][C:9]1[C:18]2[C:13](=[CH:14][CH:15]=[CH:16][CH:17]=2)[CH:12]=[CH:11][C:10]=1[CH2:19][CH2:20][C@H:21]([OH:24])[CH2:22][OH:23])C1C=CC=CC=1. Product: [OH:8][C:9]1[C:18]2[C:13](=[CH:14][CH:15]=[CH:16][CH:17]=2)[CH:12]=[CH:11][C:10]=1[CH2:19][CH2:20][C@H:21]([OH:24])[CH2:22][OH:23]. The catalyst class is: 29. (3) Reactant: O=[CH:2][C:3]1[CH:11]=[CH:10][C:8]([OH:9])=[C:5]([O:6][CH3:7])[CH:4]=1.[NH:12]1[CH2:17][CH2:16][O:15][CH2:14][CH2:13]1.C(O)=O.Cl. Product: [CH3:7][O:6][C:5]1[CH:4]=[C:3]([CH2:2][N:12]2[CH2:17][CH2:16][O:15][CH2:14][CH2:13]2)[CH:11]=[CH:10][C:8]=1[OH:9]. The catalyst class is: 6.